From a dataset of Full USPTO retrosynthesis dataset with 1.9M reactions from patents (1976-2016). Predict the reactants needed to synthesize the given product. (1) Given the product [CH3:1][O:2][C:3]1[C:8]([CH3:9])=[CH:7][C:6]([CH3:10])=[C:5]2[C:4]=1[CH2:11][CH2:12][C:13]2=[O:15], predict the reactants needed to synthesize it. The reactants are: [CH3:1][O:2][C:3]1[C:8]([CH3:9])=[CH:7][C:6]([CH3:10])=[CH:5][C:4]=1[CH2:11][CH2:12][C:13]([OH:15])=O.[Cl-].[Al+3].[Cl-].[Cl-]. (2) Given the product [ClH:11].[CH2:12]([O:14][C:1](=[NH:10])[C:2]1[CH:9]=[CH:8][CH:7]=[CH:6][C:3]=1[C:4]#[N:5])[CH3:13], predict the reactants needed to synthesize it. The reactants are: [C:1](#[N:10])[C:2]1[C:3](=[CH:6][CH:7]=[CH:8][CH:9]=1)[C:4]#[N:5].[ClH:11].[CH2:12]([OH:14])[CH3:13]. (3) Given the product [CH2:20]([O:22][C:23](=[O:42])[CH2:24][C:25]1[CH:26]=[C:27]([C:12]2[CH:13]=[CH:14][C:15]([Br:17])=[CH:16][C:11]=2[CH2:10][N:7]([C:6]([O:5][C:1]([CH3:4])([CH3:3])[CH3:2])=[O:19])[CH2:8][CH3:9])[C:28]([O:31][CH3:32])=[CH:29][CH:30]=1)[CH3:21], predict the reactants needed to synthesize it. The reactants are: [C:1]([O:5][C:6](=[O:19])[N:7]([CH2:10][C:11]1[CH:16]=[C:15]([Br:17])[CH:14]=[CH:13][C:12]=1I)[CH2:8][CH3:9])([CH3:4])([CH3:3])[CH3:2].[CH2:20]([O:22][C:23](=[O:42])[CH2:24][C:25]1[CH:30]=[CH:29][C:28]([O:31][CH3:32])=[C:27](B2OC(C)(C)C(C)(C)O2)[CH:26]=1)[CH3:21].